This data is from NCI-60 drug combinations with 297,098 pairs across 59 cell lines. The task is: Regression. Given two drug SMILES strings and cell line genomic features, predict the synergy score measuring deviation from expected non-interaction effect. (1) Drug 1: CCCS(=O)(=O)NC1=C(C(=C(C=C1)F)C(=O)C2=CNC3=C2C=C(C=N3)C4=CC=C(C=C4)Cl)F. Drug 2: CC1C(C(CC(O1)OC2CC(CC3=C2C(=C4C(=C3O)C(=O)C5=C(C4=O)C(=CC=C5)OC)O)(C(=O)C)O)N)O.Cl. Cell line: SF-539. Synergy scores: CSS=24.4, Synergy_ZIP=-2.61, Synergy_Bliss=3.21, Synergy_Loewe=-13.4, Synergy_HSA=3.19. (2) Drug 1: CC1=CC=C(C=C1)C2=CC(=NN2C3=CC=C(C=C3)S(=O)(=O)N)C(F)(F)F. Drug 2: CC12CCC3C(C1CCC2OP(=O)(O)O)CCC4=C3C=CC(=C4)OC(=O)N(CCCl)CCCl.[Na+]. Cell line: U251. Synergy scores: CSS=3.34, Synergy_ZIP=-2.62, Synergy_Bliss=-3.58, Synergy_Loewe=-2.92, Synergy_HSA=-3.51.